This data is from Reaction yield outcomes from USPTO patents with 853,638 reactions. The task is: Predict the reaction yield, written as a fraction of the theoretical maximum amount of product (1.0 means a 100% yield; for example, 0.34 means a 34% yield). (1) The reactants are [NH2:1][O:2][CH2:3][C:4]([OH:6])=[O:5].C(N(CC)CC)C.[CH2:14]([N:21]=[C:22]=[O:23])[C:15]1[CH:20]=[CH:19][CH:18]=[CH:17][CH:16]=1. The catalyst is ClCCl.O1CCCC1.C(OCC)(=O)C. The product is [CH2:14]([NH:21][C:22](=[O:23])[NH:1][O:2][CH2:3][C:4]([OH:6])=[O:5])[C:15]1[CH:20]=[CH:19][CH:18]=[CH:17][CH:16]=1. The yield is 0.330. (2) The reactants are Br[CH2:2][C:3]([OH:5])=O.CCN=C=NCCCN(C)C.[ClH:17].[NH2:18][C:19]1[CH:20]=[C:21]([C:26]2[N:27]([CH2:39][CH3:40])[C:28]3[C:33]([C:34]=2[C:35]#[N:36])=[CH:32][CH:31]=[C:30]([O:37][CH3:38])[CH:29]=3)[CH:22]=[CH:23][C:24]=1[OH:25]. The catalyst is C(#N)C. The product is [Cl:17][CH2:2][C:3]([NH:18][C:19]1[CH:20]=[C:21]([C:26]2[N:27]([CH2:39][CH3:40])[C:28]3[C:33]([C:34]=2[C:35]#[N:36])=[CH:32][CH:31]=[C:30]([O:37][CH3:38])[CH:29]=3)[CH:22]=[CH:23][C:24]=1[OH:25])=[O:5]. The yield is 0.600. (3) The reactants are [CH2:1]([O:3][C:4](=[O:26])[C:5]1[CH:10]=[CH:9][C:8]([O:11][C:12]2[CH:17]=[CH:16][C:15]([Br:18])=[C:14]([CH:19]3OCC[O:20]3)[CH:13]=2)=[CH:7][C:6]=1[O:24][CH3:25])[CH3:2].Cl. The catalyst is C1COCC1.CCOC(C)=O. The product is [CH2:1]([O:3][C:4](=[O:26])[C:5]1[CH:10]=[CH:9][C:8]([O:11][C:12]2[CH:17]=[CH:16][C:15]([Br:18])=[C:14]([CH:19]=[O:20])[CH:13]=2)=[CH:7][C:6]=1[O:24][CH3:25])[CH3:2]. The yield is 0.600. (4) The reactants are [Na].[Br:2][C:3]1[CH:4]=[CH:5][C:6]([N+]([O-])=O)=[N:7][CH:8]=1.[CH3:12][O:13][CH2:14][CH2:15][OH:16]. No catalyst specified. The product is [Br:2][C:3]1[CH:4]=[CH:5][C:6]([O:16][CH2:15][CH2:14][O:13][CH3:12])=[N:7][CH:8]=1. The yield is 0.860. (5) The reactants are Cl.[NH:2]1[CH2:5][CH:4]([OH:6])[CH2:3]1.CC([O-])(C)C.[K+].CS(C)=O.[C:17]([O:21][C:22]([N:24]1[CH2:29][CH2:28][CH:27]([C:30]2[C:39]3[C:34](=[CH:35][C:36](F)=[CH:37][CH:38]=3)[N:33]=[CH:32][N:31]=2)[CH2:26][CH2:25]1)=[O:23])([CH3:20])([CH3:19])[CH3:18]. The catalyst is O. The product is [C:17]([O:21][C:22]([N:24]1[CH2:29][CH2:28][CH:27]([C:30]2[C:39]3[C:34](=[CH:35][C:36]([O:6][CH:4]4[CH2:5][NH:2][CH2:3]4)=[CH:37][CH:38]=3)[N:33]=[CH:32][N:31]=2)[CH2:26][CH2:25]1)=[O:23])([CH3:20])([CH3:18])[CH3:19]. The yield is 1.06. (6) The product is [CH3:17][O:18][CH2:19][C:20](=[O:26])[C:21](=[N:1][NH:10][C:9]1[CH:11]=[CH:12][CH:13]=[C:7]([C:6]([F:14])([F:15])[F:5])[CH:8]=1)[C:22]([O:24][CH3:25])=[O:23]. The catalyst is O.CCO. The reactants are [N:1]([O-])=O.[Na+].[F:5][C:6]([F:15])([F:14])[C:7]1[CH:8]=[C:9]([CH:11]=[CH:12][CH:13]=1)[NH2:10].Cl.[CH3:17][O:18][CH2:19][C:20](=[O:26])[CH2:21][C:22]([O:24][CH3:25])=[O:23].CC([O-])=O.[Na+]. The yield is 0.880. (7) The reactants are [CH3:1][C:2]1[CH:3]=[C:4]([C:8](=[O:25])[CH2:9][C:10]2[CH:15]=[CH:14][N:13]=[C:12]([NH:16][C:17](=[O:24])[C:18]3[CH:23]=[CH:22][CH:21]=[CH:20][CH:19]=3)[CH:11]=2)[CH:5]=[CH:6][CH:7]=1.[Br:26]Br. The catalyst is C(O)(=O)C. The product is [BrH:26].[Br:26][CH:9]([C:10]1[CH:15]=[CH:14][N:13]=[C:12]([NH:16][C:17](=[O:24])[C:18]2[CH:19]=[CH:20][CH:21]=[CH:22][CH:23]=2)[CH:11]=1)[C:8]([C:4]1[CH:5]=[CH:6][CH:7]=[C:2]([CH3:1])[CH:3]=1)=[O:25]. The yield is 0.900.